This data is from Full USPTO retrosynthesis dataset with 1.9M reactions from patents (1976-2016). The task is: Predict the reactants needed to synthesize the given product. (1) Given the product [C:34]([O:37][C:38]([NH:1][C@@H:2]1[C@@H:17]([C:18]2[CH:23]=[C:22]([F:24])[C:21]([F:25])=[CH:20][C:19]=2[F:26])[CH2:16][C:5]2[N:6]=[C:7]3[CH:12]=[C:11]([C:13]([OH:15])=[O:14])[CH:10]=[CH:9][N:8]3[C:4]=2[CH2:3]1)=[O:39])([CH3:36])([CH3:35])[CH3:33], predict the reactants needed to synthesize it. The reactants are: [NH2:1][C@@H:2]1[C@@H:17]([C:18]2[CH:23]=[C:22]([F:24])[C:21]([F:25])=[CH:20][C:19]=2[F:26])[CH2:16][C:5]2[N:6]=[C:7]3[CH:12]=[C:11]([C:13]([OH:15])=[O:14])[CH:10]=[CH:9][N:8]3[C:4]=2[CH2:3]1.C(=O)([O-])[O-].[K+].[K+].[CH3:33][C:34]([O:37][C:38](O[C:38]([O:37][C:34]([CH3:36])([CH3:35])[CH3:33])=[O:39])=[O:39])([CH3:36])[CH3:35]. (2) Given the product [CH:31]1([NH:30][C:28](=[O:29])[C:27]2[CH:34]=[CH:35][C:36]([CH3:37])=[C:25]([N:24]3[C:4](=[O:6])[C:3]4[C:2](=[CH:10][CH:9]=[C:8]([O:11][CH3:12])[CH:7]=4)[N:1]=[CH:13]3)[CH:26]=2)[CH2:32][CH2:33]1, predict the reactants needed to synthesize it. The reactants are: [NH2:1][C:2]1[CH:10]=[CH:9][C:8]([O:11][CH3:12])=[CH:7][C:3]=1[C:4]([OH:6])=O.[CH:13](OC)(OC)OC.C(O)(=O)C.[NH2:24][C:25]1[CH:26]=[C:27]([CH:34]=[CH:35][C:36]=1[CH3:37])[C:28]([NH:30][CH:31]1[CH2:33][CH2:32]1)=[O:29]. (3) Given the product [CH:1]([C:4]1[CH:5]=[CH:6][C:7]([C:10]2[N:11]=[C:12]([N:15]([CH2:22][C:23]3[CH:30]=[CH:29][CH:28]=[CH:27][C:24]=3[C:25]3[NH:35][N:34]=[N:33][N:26]=3)[CH2:16][C:17]3[S:18][CH:19]=[CH:20][CH:21]=3)[S:13][CH:14]=2)=[CH:8][CH:9]=1)([CH3:3])[CH3:2], predict the reactants needed to synthesize it. The reactants are: [CH:1]([C:4]1[CH:9]=[CH:8][C:7]([C:10]2[N:11]=[C:12]([N:15]([CH2:22][C:23]3[CH:30]=[CH:29][CH:28]=[CH:27][C:24]=3[C:25]#[N:26])[CH2:16][C:17]3[S:18][CH:19]=[CH:20][CH:21]=3)[S:13][CH:14]=2)=[CH:6][CH:5]=1)([CH3:3])[CH3:2].[Cl-].[NH4+].[N-:33]=[N+:34]=[N-:35].[Na+]. (4) Given the product [CH3:13][CH:12]([CH3:14])[CH2:11][CH:5]([C:3]1[N:23]=[C:15]([C:16]2[CH:21]=[CH:20][CH:19]=[CH:18][CH:17]=2)[S:22][CH:2]=1)[C:6]([O:8][CH2:9][CH3:10])=[O:7], predict the reactants needed to synthesize it. The reactants are: Br[CH2:2][C:3]([CH:5]([CH2:11][CH:12]([CH3:14])[CH3:13])[C:6]([O:8][CH2:9][CH3:10])=[O:7])=O.[C:15]([NH2:23])(=[S:22])[C:16]1[CH:21]=[CH:20][CH:19]=[CH:18][CH:17]=1. (5) Given the product [C:29]([O:28][C:26]([N:23]1[CH2:24][CH2:25][CH:20]([CH2:19][CH2:18][N:1]2[CH2:6][CH2:5][O:4][CH2:3][CH2:2]2)[CH2:21][CH2:22]1)=[O:27])([CH3:32])([CH3:31])[CH3:30], predict the reactants needed to synthesize it. The reactants are: [NH:1]1[CH2:6][CH2:5][O:4][CH2:3][CH2:2]1.C([O-])([O-])=O.[Na+].[Na+].S(O[CH2:18][CH2:19][CH:20]1[CH2:25][CH2:24][N:23]([C:26]([O:28][C:29]([CH3:32])([CH3:31])[CH3:30])=[O:27])[CH2:22][CH2:21]1)(=O)(=O)C.